From a dataset of Forward reaction prediction with 1.9M reactions from USPTO patents (1976-2016). Predict the product of the given reaction. (1) Given the reactants [C:1]([O:5][C:6]([N:8]1[C@@H:12](CC=O)[CH2:11][O:10][C:9]1([CH3:17])[CH3:16])=[O:7])([CH3:4])([CH3:3])[CH3:2].C[Mg]Br, predict the reaction product. The product is: [C:1]([O:5][C:6]([N:8]1[CH2:12][CH2:11][O:10][C:9]1([CH3:17])[CH3:16])=[O:7])([CH3:4])([CH3:2])[CH3:3]. (2) Given the reactants Br[C:2]1[CH:7]=[CH:6][CH:5]=[CH:4][C:3]=1[O:8][CH:9]([F:11])[F:10].[B:12]1([B:12]2[O:16][C:15]([CH3:18])([CH3:17])[C:14]([CH3:20])([CH3:19])[O:13]2)[O:16][C:15]([CH3:18])([CH3:17])[C:14]([CH3:20])([CH3:19])[O:13]1.C([O-])(=O)C.[K+], predict the reaction product. The product is: [F:10][CH:9]([F:11])[O:8][C:3]1[CH:4]=[CH:5][CH:6]=[CH:7][C:2]=1[B:12]1[O:16][C:15]([CH3:18])([CH3:17])[C:14]([CH3:20])([CH3:19])[O:13]1. (3) Given the reactants [C:1]([O:5][C:6]([N:8]1[CH2:12][C@@H:11]([C:13]#[N:14])[CH2:10][C@H:9]1[C:15]([OH:17])=O)=[O:7])([CH3:4])([CH3:3])[CH3:2].[Cl:18][C:19]1[C:20]([F:27])=[C:21]([CH:24]=[CH:25][CH:26]=1)[CH2:22][NH2:23].CN(C(ON1N=NC2C=CC=CC1=2)=[N+](C)C)C.F[P-](F)(F)(F)(F)F.CCN(C(C)C)C(C)C, predict the reaction product. The product is: [C:1]([O:5][C:6]([N:8]1[CH2:12][C@@H:11]([C:13]#[N:14])[CH2:10][C@H:9]1[C:15](=[O:17])[NH:23][CH2:22][C:21]1[CH:24]=[CH:25][CH:26]=[C:19]([Cl:18])[C:20]=1[F:27])=[O:7])([CH3:2])([CH3:3])[CH3:4].